Dataset: Forward reaction prediction with 1.9M reactions from USPTO patents (1976-2016). Task: Predict the product of the given reaction. (1) The product is: [Cl:6][CH:3]=[CH:2][C:1]1[NH:15][C:12]2[CH:13]=[CH:14][CH:9]=[CH:10][C:11]=2[N:16]=1. Given the reactants [C:1](O)(=O)[C:2]#[CH:3].[ClH:6].Cl.Br[C:9]1[CH:10]=[C:11]([NH2:16])[C:12]([NH2:15])=[CH:13][CH:14]=1, predict the reaction product. (2) The product is: [F:36][C:34]1[CH:33]=[CH:32][C:30]2[N:31]=[C:27]([NH:22][C:19]3[CH:20]=[CH:21][C:16]([C:13]4[S:12][C:11]([C:9]([NH:8][CH:3]([CH:2]([CH3:25])[CH3:1])[C:4]([O:6][CH2:7][CH3:38])=[O:5])=[O:10])=[N:15][CH:14]=4)=[CH:17][CH:18]=3)[S:28][C:29]=2[CH:35]=1. Given the reactants [CH3:1][CH:2]([CH3:25])[CH:3]([NH:8][C:9]([C:11]1[S:12][C:13]([C:16]2[CH:21]=[CH:20][C:19]([N+:22]([O-])=O)=[CH:18][CH:17]=2)=[CH:14][N:15]=1)=[O:10])[C:4]([O:6][CH3:7])=[O:5].Cl[C:27]1[S:28][C:29]2[CH:35]=[C:34]([F:36])[CH:33]=[CH:32][C:30]=2[N:31]=1.Cl.[CH3:38]CO, predict the reaction product. (3) The product is: [NH2:13][C:12]1[C:3]2[CH:4]=[C:5]3[C:10]([CH2:9][CH2:8][CH2:7][CH2:6]3)=[CH:11][C:2]=2[S:1][C:15]=1[C:16]([C:18]1[CH:23]=[CH:22][C:21]([Cl:24])=[CH:20][C:19]=1[Cl:25])=[O:17]. Given the reactants [SH:1][C:2]1[C:3]([C:12]#[N:13])=[CH:4][C:5]2[CH2:6][CH2:7][CH2:8][CH2:9][C:10]=2[CH:11]=1.Cl[CH2:15][C:16]([C:18]1[CH:23]=[CH:22][C:21]([Cl:24])=[CH:20][C:19]=1[Cl:25])=[O:17].[OH-].[K+].C(OCC)(=O)C, predict the reaction product. (4) Given the reactants [C:1]([C@H:5]1[C:33](=[O:34])[N:32]2[CH2:35][C@@H:29]([CH2:30][C@H:31]2[C:36]([O:38][CH3:39])=[O:37])[O:28][C:17]2=[N:18][C:19]3[CH:20]=[C:21]([O:26][CH3:27])[CH:22]=[CH:23][C:24]=3[N:25]=[C:16]2[CH:15]=[CH:14][CH2:13][CH2:12][CH2:11][C@@H:10]2[CH2:40][C@H:9]2[O:8][C:7](=[O:41])[NH:6]1)([CH3:4])([CH3:3])[CH3:2], predict the reaction product. The product is: [C:1]([C@H:5]1[C:33](=[O:34])[N:32]2[CH2:35][C@@H:29]([CH2:30][C@H:31]2[C:36]([O:38][CH3:39])=[O:37])[O:28][C:17]2=[N:18][C:19]3[CH:20]=[C:21]([O:26][CH3:27])[CH:22]=[CH:23][C:24]=3[N:25]=[C:16]2[CH2:15][CH2:14][CH2:13][CH2:12][CH2:11][C@@H:10]2[CH2:40][C@H:9]2[O:8][C:7](=[O:41])[NH:6]1)([CH3:4])([CH3:2])[CH3:3]. (5) The product is: [Br-:1].[C:29]([O:31][CH:32]([CH2:33][CH2:34][CH2:35][CH2:36][CH2:37][CH2:38][CH2:39][CH2:40][CH3:41])[CH2:45][N+:46]1[CH:12]=[CH:11][N:48]([CH3:49])[CH:47]=1)(=[O:30])[CH:28]=[CH2:44]. Given the reactants [Br:1]CCCCCCCCC[CH2:11][CH2:12]O.C(N(CC)CC)C.CC(=C)C(Cl)=O.C[C:28](=[CH2:44])[C:29]([O:31][CH2:32][CH2:33][CH2:34][CH2:35][CH2:36][CH2:37][CH2:38][CH2:39][CH2:40][CH2:41]CBr)=[O:30].[CH3:45][N:46]1C=[CH:49][N:48]=[CH:47]1.OC1C=CC(O)=CC=1, predict the reaction product. (6) Given the reactants Br[C:2]1[N:6]2[C:7]([CH3:11])=[CH:8][CH:9]=[CH:10][C:5]2=[N:4][C:3]=1[C:12]([N:14]([O:16][CH3:17])[CH3:15])=[O:13].[F:18][C:19]1[CH:20]=[C:21](B(O)O)[CH:22]=[C:23]([F:25])[CH:24]=1.C(=O)([O-])[O-].[Na+].[Na+], predict the reaction product. The product is: [F:18][C:19]1[CH:20]=[C:21]([C:2]2[N:6]3[C:7]([CH3:11])=[CH:8][CH:9]=[CH:10][C:5]3=[N:4][C:3]=2[C:12]([N:14]([O:16][CH3:17])[CH3:15])=[O:13])[CH:22]=[C:23]([F:25])[CH:24]=1. (7) The product is: [Br:1][C:2]1[C:3]([CH3:20])=[C:4]([N:8]2[C:17](=[O:18])[C:16]3[C:11](=[CH:12][CH:13]=[CH:14][CH:15]=3)[N:10]([CH3:21])[C:9]2=[O:19])[CH:5]=[CH:6][CH:7]=1. Given the reactants [Br:1][C:2]1[C:3]([CH3:20])=[C:4]([N:8]2[C:17](=[O:18])[C:16]3[C:11](=[CH:12][CH:13]=[CH:14][CH:15]=3)[NH:10][C:9]2=[O:19])[CH:5]=[CH:6][CH:7]=1.[C:21]([O-])([O-])=O.[Cs+].[Cs+].IC, predict the reaction product. (8) Given the reactants [CH3:1][C:2]1[N:3]([CH2:13][C:14]([O:16]CC)=[O:15])[C:4]2[CH2:5][CH2:6][C:7]([CH3:12])([CH3:11])[CH2:8][C:9]=2[CH:10]=1.[C:19]1([SH:25])[CH:24]=[CH:23][CH:22]=[CH:21][CH:20]=1.II.[OH-].[Na+].Cl, predict the reaction product. The product is: [CH3:1][C:2]1[N:3]([CH2:13][C:14]([OH:16])=[O:15])[C:4]2[CH2:5][CH2:6][C:7]([CH3:11])([CH3:12])[CH2:8][C:9]=2[C:10]=1[S:25][C:19]1[CH:24]=[CH:23][CH:22]=[CH:21][CH:20]=1. (9) Given the reactants [CH3:1][S:2]([C:5]1[CH:10]=[CH:9][C:8]([C:11]2[N:16]=[CH:15][C:14]([CH2:17][C:18]([N:20]3[CH2:25][CH2:24][N:23]([C:26]([O:28][C:29]([CH3:32])([CH3:31])[CH3:30])=[O:27])[CH2:22][CH2:21]3)=O)=[CH:13][CH:12]=2)=[CH:7][CH:6]=1)(=[O:4])=[O:3], predict the reaction product. The product is: [CH3:1][S:2]([C:5]1[CH:10]=[CH:9][C:8]([C:11]2[N:16]=[CH:15][C:14]([CH2:17][CH2:18][N:20]3[CH2:21][CH2:22][N:23]([C:26]([O:28][C:29]([CH3:32])([CH3:31])[CH3:30])=[O:27])[CH2:24][CH2:25]3)=[CH:13][CH:12]=2)=[CH:7][CH:6]=1)(=[O:3])=[O:4].